This data is from Full USPTO retrosynthesis dataset with 1.9M reactions from patents (1976-2016). The task is: Predict the reactants needed to synthesize the given product. Given the product [NH2:16][C:10]1[O:11][CH2:12][C:13]([F:14])([F:15])[C@:8]([C:6]2[CH:7]=[C:2]([NH:1][C:26]([C:21]3[C:20]([Cl:19])=[CH:24][N:23]([CH3:25])[N:22]=3)=[O:27])[CH:3]=[CH:4][C:5]=2[F:18])([CH3:17])[N:9]=1, predict the reactants needed to synthesize it. The reactants are: [NH2:1][C:2]1[CH:3]=[CH:4][C:5]([F:18])=[C:6]([C@:8]2([CH3:17])[C:13]([F:15])([F:14])[CH2:12][O:11][C:10]([NH2:16])=[N:9]2)[CH:7]=1.[Cl:19][C:20]1[C:21]([C:26](O)=[O:27])=[N:22][N:23]([CH3:25])[CH:24]=1.